From a dataset of Catalyst prediction with 721,799 reactions and 888 catalyst types from USPTO. Predict which catalyst facilitates the given reaction. (1) Reactant: [Cl:1][C:2]1[CH:3]=[CH:4][C:5]([O:17][CH2:18][C:19]2[CH:24]=[CH:23][CH:22]=[CH:21][CH:20]=2)=[C:6]([CH2:8][N:9]2[CH:13]=[CH:12][C:11]([N+:14]([O-])=O)=[N:10]2)[CH:7]=1.C(=O)(O)[O-].[Na+]. Product: [Cl:1][C:2]1[CH:3]=[CH:4][C:5]([O:17][CH2:18][C:19]2[CH:20]=[CH:21][CH:22]=[CH:23][CH:24]=2)=[C:6]([CH2:8][N:9]2[CH:13]=[CH:12][C:11]([NH2:14])=[N:10]2)[CH:7]=1. The catalyst class is: 8. (2) Reactant: C[N:2]1[CH:7]=[CH:6][CH:5]=[N:4][CH2:3]1.[Mn]([O-])(=O)(=O)=O.[K+].[C:14](=O)([O-:16])[O-:15].[Na+].[Na+]. Product: [N:2]1[CH:7]=[CH:6][C:5]([C:14]([OH:16])=[O:15])=[N:4][CH:3]=1. The catalyst class is: 6. (3) Reactant: [F:1][C:2]1[CH:7]=[CH:6][C:5]([C:8]2[C:17]3[C:12](=[CH:13][C:14]([CH2:18][N:19]4[CH:23]=[C:22]([CH:24]=[O:25])[CH:21]=[N:20]4)=[CH:15][CH:16]=3)[N:11]=[C:10]([C:26]#[N:27])[CH:9]=2)=[CH:4][CH:3]=1.C([O-])([O-])=[O:29].C([O-])([O-])=O.OO.OO.OO.[Na+].[Na+].[Na+].[Na+].[NH4+].[Cl-]. Product: [F:1][C:2]1[CH:7]=[CH:6][C:5]([C:8]2[C:17]3[C:12](=[CH:13][C:14]([CH2:18][N:19]4[CH:23]=[C:22]([CH:24]=[O:25])[CH:21]=[N:20]4)=[CH:15][CH:16]=3)[N:11]=[C:10]([C:26]([NH2:27])=[O:29])[CH:9]=2)=[CH:4][CH:3]=1. The catalyst class is: 95. (4) Reactant: [CH2:1]([O:3][CH2:4][C:5]([C:7]1[S:11][C:10]([N:12](C)[C:13](=O)OC(C)(C)C)=[N:9][C:8]=1[C:21]1[O:22][CH:23]=[CH:24][CH:25]=1)=[O:6])[CH3:2]. Product: [O:22]1[CH:23]=[CH:24][CH:25]=[C:21]1[C:8]1[N:9]=[C:10]([NH:12][CH3:13])[S:11][C:7]=1[C:5]([CH2:4][O:3][CH2:1][CH3:2])=[O:6]. The catalyst class is: 55. (5) Reactant: [NH2:1][C:2]1[C:7]([C:8]#[N:9])=[C:6]([C:10]2[CH:15]=[CH:14][C:13]([NH:16][C:17](=[O:19])[CH3:18])=[CH:12][CH:11]=2)[C:5]([C:20]#[N:21])=[C:4]([S:22]C2C=CC=CC=2)[N:3]=1.[S-2].[Na+].[Na+].Cl. Product: [NH2:1][C:2]1[C:7]([C:8]#[N:9])=[C:6]([C:10]2[CH:11]=[CH:12][C:13]([NH:16][C:17](=[O:19])[CH3:18])=[CH:14][CH:15]=2)[C:5]([C:20]#[N:21])=[C:4]([SH:22])[N:3]=1. The catalyst class is: 3. (6) Reactant: [CH3:1][O:2][C:3](=[O:14])[C:4]([Cl:13])([Cl:12])[CH2:5][NH:6][CH:7]1[CH2:11][CH2:10][CH2:9][CH2:8]1.[Cl:15][C:16]1[N:21]=[C:20](Cl)[C:19]([N+:23]([O-:25])=[O:24])=[CH:18][N:17]=1.C(=O)(O)[O-].[Na+]. Product: [CH3:1][O:2][C:3](=[O:14])[C:4]([Cl:12])([Cl:13])[CH2:5][N:6]([C:18]1[C:19]([N+:23]([O-:25])=[O:24])=[CH:20][N:21]=[C:16]([Cl:15])[N:17]=1)[CH:7]1[CH2:8][CH2:9][CH2:10][CH2:11]1. The catalyst class is: 13. (7) Reactant: C([O:8][C:9](=[O:22])[CH2:10][N:11]1[C:15]2[CH:16]=[CH:17][CH:18]=[CH:19][C:14]=2[N:13]([CH3:20])[C:12]1=[O:21])C1C=CC=CC=1. Product: [CH3:20][N:13]1[C:14]2[CH:19]=[CH:18][CH:17]=[CH:16][C:15]=2[N:11]([CH2:10][C:9]([OH:22])=[O:8])[C:12]1=[O:21]. The catalyst class is: 78.